Task: Predict which catalyst facilitates the given reaction.. Dataset: Catalyst prediction with 721,799 reactions and 888 catalyst types from USPTO Reactant: [F:1][C:2]1[CH:7]=[C:6]([N+:8]([O-:10])=[O:9])[C:5]([CH2:11][C:12]([O:14][CH3:15])=[O:13])=[C:4]([N+:16]([O-:18])=[O:17])[CH:3]=1.Br[CH2:20][C:21]([O:23][CH2:24][CH3:25])=[O:22].C(=O)([O-])[O-].[Cs+].[Cs+]. Product: [F:1][C:2]1[CH:3]=[C:4]([N+:16]([O-:18])=[O:17])[C:5]([CH:11]([CH2:20][C:21]([O:23][CH2:24][CH3:25])=[O:22])[C:12]([O:14][CH3:15])=[O:13])=[C:6]([N+:8]([O-:10])=[O:9])[CH:7]=1. The catalyst class is: 3.